From a dataset of Forward reaction prediction with 1.9M reactions from USPTO patents (1976-2016). Predict the product of the given reaction. (1) The product is: [N:1]1([CH2:7][CH2:8][NH:9][C:10]([C:12]2[N:13]([CH3:27])[C:14]([C:17]3[S:25][C:24]4[C:19](=[N:20][CH:21]=[CH:22][C:23]=4[NH:38][C:34]4[CH:35]=[C:36]5[C:31](=[CH:32][CH:33]=4)[NH:30][C:29]([CH3:28])=[CH:37]5)[CH:18]=3)=[CH:15][N:16]=2)=[O:11])[CH2:6][CH2:5][O:4][CH2:3][CH2:2]1. Given the reactants [N:1]1([CH2:7][CH2:8][NH:9][C:10]([C:12]2[N:13]([CH3:27])[C:14]([C:17]3[S:25][C:24]4[C:19](=[N:20][CH:21]=[CH:22][C:23]=4Cl)[CH:18]=3)=[CH:15][N:16]=2)=[O:11])[CH2:6][CH2:5][O:4][CH2:3][CH2:2]1.[CH3:28][C:29]1[NH:30][C:31]2[C:36]([CH:37]=1)=[CH:35][C:34]([NH2:38])=[CH:33][CH:32]=2, predict the reaction product. (2) Given the reactants [CH2:1]([N:5]([CH2:18][CH3:19])[C:6]1[CH:13]=[CH:12][C:11]([C:14]([F:17])([F:16])[F:15])=[CH:10][C:7]=1[CH:8]=O)[CH2:2][CH2:3][CH3:4].[F:20][C:21]([F:35])([F:34])[C:22]1[CH:23]=[C:24]([CH:27]=[C:28]([C:30]([F:33])([F:32])[F:31])[CH:29]=1)[CH2:25][NH2:26].C(O)(=O)C.[OH-].[Na+], predict the reaction product. The product is: [F:20][C:21]([F:34])([F:35])[C:22]1[CH:23]=[C:24]([CH:27]=[C:28]([C:30]([F:33])([F:31])[F:32])[CH:29]=1)[CH2:25][NH:26][CH2:8][C:7]1[CH:10]=[C:11]([C:14]([F:17])([F:16])[F:15])[CH:12]=[CH:13][C:6]=1[N:5]([CH2:1][CH2:2][CH2:3][CH3:4])[CH2:18][CH3:19]. (3) Given the reactants FC1C=C(C(N)=O)C2O[C:8]([C:10]3[CH:15]=[CH:14][C:13]([CH2:16][N:17]4[CH2:21][CH2:20][CH2:19][CH2:18]4)=[CH:12][CH:11]=3)=[CH:7]C=2C=1.C(C1C=CC(C=O)=CC=1)#C.[CH3:36][N:37]1CCCNC[CH2:38]1, predict the reaction product. The product is: [C:8]([C:10]1[CH:11]=[CH:12][C:13]([CH2:16][N:17]2[CH2:18][CH2:19][CH2:36][N:37]([CH3:38])[CH2:20][CH2:21]2)=[CH:14][CH:15]=1)#[CH:7]. (4) Given the reactants [Br:1][C:2]1[C:20]([CH3:21])=[CH:19][C:5]([O:6][C@@H:7]2[CH2:10][C@H:9]([NH:11]C(=O)OC(C)(C)C)[CH2:8]2)=[CH:4][C:3]=1[CH3:22].FC(F)(F)C(O)=O, predict the reaction product. The product is: [Br:1][C:2]1[C:20]([CH3:21])=[CH:19][C:5]([O:6][C@@H:7]2[CH2:10][C@H:9]([NH2:11])[CH2:8]2)=[CH:4][C:3]=1[CH3:22]. (5) Given the reactants [CH2:1]([S:3](Cl)(=[O:5])=[O:4])[CH3:2].[NH:7]1[CH:11]=[CH:10][CH:9]=[C:8]1[C:12]#[N:13].[Cl-].[Na+], predict the reaction product. The product is: [CH2:1]([S:3]([N:7]1[CH:11]=[CH:10][CH:9]=[C:8]1[C:12]#[N:13])(=[O:5])=[O:4])[CH3:2]. (6) Given the reactants [F:1][C:2]1[CH:3]=[C:4]([CH2:9][C:10]([NH:12][CH:13]([O:18][CH3:19])[C:14]([O:16]C)=[O:15])=[O:11])[CH:5]=[C:6]([F:8])[CH:7]=1.[OH-].[Na+], predict the reaction product. The product is: [F:1][C:2]1[CH:3]=[C:4]([CH2:9][C:10]([NH:12][CH:13]([O:18][CH3:19])[C:14]([OH:16])=[O:15])=[O:11])[CH:5]=[C:6]([F:8])[CH:7]=1.